From a dataset of Catalyst prediction with 721,799 reactions and 888 catalyst types from USPTO. Predict which catalyst facilitates the given reaction. (1) Reactant: [H-].[Na+].CS(C)=O.Cl.[NH2:8][C:9]1[CH:14]=[CH:13][C:12]([OH:15])=[C:11]([Cl:16])[CH:10]=1.Cl[C:18]1[C:27]2[C:22](=[CH:23][C:24]([O:30][CH3:31])=[C:25]([O:28][CH3:29])[CH:26]=2)[N:21]=[CH:20][CH:19]=1. Product: [Cl:16][C:11]1[CH:10]=[C:9]([CH:14]=[CH:13][C:12]=1[O:15][C:18]1[C:27]2[C:22](=[CH:23][C:24]([O:30][CH3:31])=[C:25]([O:28][CH3:29])[CH:26]=2)[N:21]=[CH:20][CH:19]=1)[NH2:8]. The catalyst class is: 146. (2) Reactant: F[C:2]1[CH:9]=[C:8]([N+:10]([O-:12])=[O:11])[C:5]([C:6]#[N:7])=[C:4]([N+:13]([O-:15])=[O:14])[CH:3]=1.CN(C)[CH:18]=[O:19].C[O-].[Na+]. Product: [CH3:18][O:19][C:2]1[CH:9]=[C:8]([N+:10]([O-:12])=[O:11])[C:5]([C:6]#[N:7])=[C:4]([N+:13]([O-:15])=[O:14])[CH:3]=1. The catalyst class is: 5. (3) Reactant: [OH:1][C:2]1[C:9]([N+:10]([O-:12])=[O:11])=[CH:8][C:5]([CH:6]=[O:7])=[CH:4][C:3]=1[O:13]C.B(Br)(Br)Br.CCOC(C)=O. Product: [OH:13][C:3]1[CH:4]=[C:5]([CH:8]=[C:9]([N+:10]([O-:12])=[O:11])[C:2]=1[OH:1])[CH:6]=[O:7]. The catalyst class is: 2. (4) Reactant: [NH2:1][C@@H:2]([CH3:5])[CH2:3][OH:4].[CH3:6][C:7]1[CH:12]=[C:11]([CH3:13])[CH:10]=[C:9]([N+:14]([O-:16])=[O:15])[C:8]=1[S:17](Cl)(=[O:19])=[O:18].C(N(CC)CC)C. Product: [OH:4][CH2:3][C@@H:2]([NH:1][S:17]([C:8]1[C:9]([N+:14]([O-:16])=[O:15])=[CH:10][C:11]([CH3:13])=[CH:12][C:7]=1[CH3:6])(=[O:18])=[O:19])[CH3:5]. The catalyst class is: 646. (5) Reactant: [NH2:1][CH2:2][CH:3]([NH:11][C:12](=[O:18])[O:13][C:14]([CH3:17])([CH3:16])[CH3:15])[C:4]1[CH:9]=[CH:8][C:7]([Cl:10])=[CH:6][CH:5]=1.C(N(C(C)C)C(C)C)C.[CH3:28][S:29](Cl)(=[O:31])=[O:30]. Product: [Cl:10][C:7]1[CH:6]=[CH:5][C:4]([CH:3]([NH:11][C:12](=[O:18])[O:13][C:14]([CH3:15])([CH3:17])[CH3:16])[CH2:2][NH:1][S:29]([CH3:28])(=[O:31])=[O:30])=[CH:9][CH:8]=1. The catalyst class is: 1. (6) Reactant: [CH2:1]1[C:5]2([CH2:9][CH2:8][CH2:7][CH2:6]2)[CH2:4][N:3]=[N:2]1.[CH2:10]([N:12]=[C:13]=[S:14])[CH3:11]. Product: [CH2:10]([NH:12][C:13]([N:2]1[N:3]=[CH:4][C:5]2([CH2:9][CH2:8][CH2:7][CH2:6]2)[CH2:1]1)=[S:14])[CH3:11]. The catalyst class is: 8.